This data is from Reaction yield outcomes from USPTO patents with 853,638 reactions. The task is: Predict the reaction yield, written as a fraction of the theoretical maximum amount of product (1.0 means a 100% yield; for example, 0.34 means a 34% yield). (1) The reactants are CS(O[CH:6]([CH:17]([CH3:19])[CH3:18])[C:7]1[CH:12]=[CH:11][C:10]([NH:13][C:14](=[O:16])[CH3:15])=[CH:9][CH:8]=1)(=O)=O.[NH:20]1[CH:24]=[N:23][CH:22]=[N:21]1.C([O-])([O-])=O.[K+].[K+]. The catalyst is CC#N. The product is [CH3:18][CH:17]([CH3:19])[CH:6]([C:7]1[CH:12]=[CH:11][C:10]([NH:13][C:14](=[O:16])[CH3:15])=[CH:9][CH:8]=1)[N:20]1[CH:24]=[N:23][CH:22]=[N:21]1. The yield is 0.250. (2) The reactants are [CH3:1][N:2]([CH3:16])[C:3]([C:5]1[CH:6]=[C:7]([CH2:11][S:12](O)(=[O:14])=[O:13])[CH:8]=[CH:9][CH:10]=1)=[O:4].S(Cl)([Cl:19])=O. The catalyst is C(Cl)Cl. The product is [CH3:1][N:2]([CH3:16])[C:3]([C:5]1[CH:6]=[C:7]([CH2:11][S:12]([Cl:19])(=[O:14])=[O:13])[CH:8]=[CH:9][CH:10]=1)=[O:4]. The yield is 0.660. (3) The reactants are [CH3:1][O:2][CH2:3][O:4][CH:5]1[CH2:10][CH2:9][N:8]([C:11]#[N:12])[CH2:7][CH2:6]1.[N-:13]=[N+:14]=[N-:15].[Na+].[Cl-].[NH4+].C(O)(=O)CC(CC(O)=O)(C(O)=O)O. The catalyst is CN(C)C=O. The product is [CH3:1][O:2][CH2:3][O:4][CH:5]1[CH2:6][CH2:7][N:8]([C:11]2[N:13]=[N:14][NH:15][N:12]=2)[CH2:9][CH2:10]1. The yield is 0.670. (4) The reactants are [CH:1]1([N:4]([CH:8]2[C:17]3[C:12](=[CH:13][CH:14]=[CH:15][CH:16]=3)[NH:11][CH:10]([CH3:18])[CH2:9]2)[C:5](=[O:7])[CH3:6])[CH2:3][CH2:2]1.Cl.[C:20](Cl)(=[O:27])[C:21]1[CH:26]=[CH:25][CH:24]=[N:23][CH:22]=1.CCN(C(C)C)C(C)C. The catalyst is C(Cl)Cl. The product is [CH:1]1([N:4]([CH:8]2[C:17]3[C:12](=[CH:13][CH:14]=[CH:15][CH:16]=3)[N:11]([C:20]([C:21]3[CH:22]=[N:23][CH:24]=[CH:25][CH:26]=3)=[O:27])[CH:10]([CH3:18])[CH2:9]2)[C:5](=[O:7])[CH3:6])[CH2:2][CH2:3]1. The yield is 0.680. (5) The reactants are [C:9](O[C:9]([O:11][C:12]([CH3:15])([CH3:14])[CH3:13])=[O:10])([O:11][C:12]([CH3:15])([CH3:14])[CH3:13])=[O:10].[CH2:16]([NH:18][CH2:19][CH2:20][OH:21])[CH3:17].C(N(CC)CC)C. The catalyst is O1CCCC1.C(OCC)(=O)C. The product is [C:12]([O:11][C:9](=[O:10])[N:18]([CH2:16][CH3:17])[CH2:19][CH2:20][OH:21])([CH3:13])([CH3:14])[CH3:15]. The yield is 0.990. (6) The reactants are C(O)(C(F)(F)F)=O.[S:8]([O-:39])([O:11][N:12]1[C:18](=[O:19])[N:17]2[CH2:20][C@H:13]1[CH2:14][CH2:15][C@H:16]2[C:21]1[S:22][C:23]([CH:26]2[CH2:31][CH2:30][N:29](C(OC(C)(C)C)=O)[CH2:28][CH2:27]2)=[N:24][N:25]=1)(=[O:10])=[O:9].[Na+]. The catalyst is C(Cl)Cl.CCOCC. The product is [S:8]([OH:39])([O:11][N:12]1[C:18](=[O:19])[N:17]2[CH2:20][C@H:13]1[CH2:14][CH2:15][C@H:16]2[C:21]1[S:22][C:23]([CH:26]2[CH2:31][CH2:30][NH:29][CH2:28][CH2:27]2)=[N:24][N:25]=1)(=[O:9])=[O:10]. The yield is 0.250.